Dataset: Peptide-MHC class I binding affinity with 185,985 pairs from IEDB/IMGT. Task: Regression. Given a peptide amino acid sequence and an MHC pseudo amino acid sequence, predict their binding affinity value. This is MHC class I binding data. (1) The peptide sequence is KALGPGATL. The MHC is Mamu-A2201 with pseudo-sequence Mamu-A2201. The binding affinity (normalized) is 0. (2) The peptide sequence is KMSGKTPAV. The MHC is HLA-A02:01 with pseudo-sequence HLA-A02:01. The binding affinity (normalized) is 0.936. (3) The binding affinity (normalized) is 0.694. The peptide sequence is AENHHHATM. The MHC is HLA-B44:02 with pseudo-sequence HLA-B44:02. (4) The peptide sequence is MIIKHIYEQY. The MHC is HLA-A33:01 with pseudo-sequence HLA-A33:01. The binding affinity (normalized) is 0. (5) The peptide sequence is HSNLTETFR. The MHC is HLA-A11:01 with pseudo-sequence HLA-A11:01. The binding affinity (normalized) is 0.658. (6) The peptide sequence is KMKELSPRW. The MHC is HLA-A02:01 with pseudo-sequence HLA-A02:01. The binding affinity (normalized) is 0.0847. (7) The binding affinity (normalized) is 0.0847. The peptide sequence is ETFNTPAMY. The MHC is HLA-B51:01 with pseudo-sequence HLA-B51:01. (8) The MHC is HLA-B57:01 with pseudo-sequence HLA-B57:01. The binding affinity (normalized) is 0.0847. The peptide sequence is SLGDPLHQA. (9) The peptide sequence is VVFQTSATI. The MHC is HLA-A02:06 with pseudo-sequence HLA-A02:06. The binding affinity (normalized) is 0.354.